From a dataset of Forward reaction prediction with 1.9M reactions from USPTO patents (1976-2016). Predict the product of the given reaction. (1) Given the reactants [NH2:1][CH2:2][CH2:3][CH2:4][C:5]1[N:9]([C:10]2[CH:15]=[CH:14][C:13]([C:16]([NH:18][CH2:19][CH3:20])=[O:17])=[CH:12][CH:11]=2)[N:8]=[N:7][C:6]=1[C:21]([NH:23][CH:24]1[CH2:26][CH2:25]1)=[O:22].[Cl:27][CH2:28][CH2:29][N:30]=[C:31]=[O:32], predict the reaction product. The product is: [Cl:27][CH2:28][CH2:29][NH:30][C:31]([NH:1][CH2:2][CH2:3][CH2:4][C:5]1[N:9]([C:10]2[CH:11]=[CH:12][C:13]([C:16]([NH:18][CH2:19][CH3:20])=[O:17])=[CH:14][CH:15]=2)[N:8]=[N:7][C:6]=1[C:21]([NH:23][CH:24]1[CH2:26][CH2:25]1)=[O:22])=[O:32]. (2) Given the reactants C1(OC)C=CC=CC=1.FC(F)(F)C(O)=O.COC1C=CC(C[NH:25][C:26]2[C:31]([C:32]([O:34][CH3:35])=[O:33])=[CH:30][C:29]([C:36]([F:39])([F:38])[F:37])=[CH:28][N:27]=2)=CC=1, predict the reaction product. The product is: [NH2:25][C:26]1[C:31]([C:32]([O:34][CH3:35])=[O:33])=[CH:30][C:29]([C:36]([F:38])([F:37])[F:39])=[CH:28][N:27]=1. (3) The product is: [Si:19]([N:6]1[CH2:5][C:4]2[C:8](=[CH:9][CH:10]=[C:2]([I:1])[CH:3]=2)[C:7]1=[O:11])([C:32]([CH3:35])([CH3:34])[CH3:33])([C:26]1[CH:27]=[CH:28][CH:29]=[CH:30][CH:31]=1)[C:20]1[CH:25]=[CH:24][CH:23]=[CH:22][CH:21]=1. Given the reactants [I:1][C:2]1[CH:3]=[C:4]2[C:8](=[CH:9][CH:10]=1)[C:7](=[O:11])[NH:6][CH2:5]2.CCN(CC)CC.[Si:19](Cl)([C:32]([CH3:35])([CH3:34])[CH3:33])([C:26]1[CH:31]=[CH:30][CH:29]=[CH:28][CH:27]=1)[C:20]1[CH:25]=[CH:24][CH:23]=[CH:22][CH:21]=1.C([O-])(O)=O.[Na+], predict the reaction product.